This data is from Drug-target binding data from BindingDB using IC50 measurements. The task is: Regression. Given a target protein amino acid sequence and a drug SMILES string, predict the binding affinity score between them. We predict pIC50 (pIC50 = -log10(IC50 in M); higher means more potent). Dataset: bindingdb_ic50. (1) The target protein sequence is HSDSISSLASEREYITSLDLSANELRDIDALSQKCCISVHLEHLEKLELHQNALTSFPQQLCETLKSLTHLDLHSNKFTSFPSYLLKMSCIANLDVSRNDIGPSVVLDPTVKCPTLKQFNLSYNQLSFVPENLTDVVEKLEQLILEGNKISGICSPLRLKELKILNLSKNHISSLSENFLEACPKVESFSARMNFLAAMPFLPPSMTILKLSQNKFSCIPEAILNLPHLRSLDMSSNDIQYLPGPAHWKSLNLRELLFSHNQISILDLSEKAYLWSRVEKLHLSHNKLKEIPPEIGCLENLTSLDVSYNLELRSFPNEMGKLSKIWDLPLDELHLNFDFKHIGCKAKDIIRFLQQRLKKAVPYNRMKLMIVGNTGSGKTTLLQQLMKTKKSDLGMQSATVGIDVKDWPIQIRDKRKRDLVLNVWDFAGREEFYSTHPHFMTQRALYLAVYDLSKGQAEVDAMKPWLFNIKARASSSPVILVGTHLDVSDEKQRKACMSKI.... The drug is CC(C)n1cc(-c2cc(-c3ccc(CC(=O)N4CCOCC4)cc3)cnc2N)nn1. The pIC50 is 6.3. (2) The compound is C1CCN2C[C@@H]3C[C@@H](CN4CCCCC34)C2C1. The target protein (P10634) has sequence MGLLIGDDLWAVVIFTAIFLLLVDLVHRHKFWTAHYPPGPVPLPGLGNLLQVDFENMPYSLYKLRSRYGDVFSLQIAWKPVVVINGLKAVRELLVTYGEDTADRPLLPIYNHLGYGNKSKGVVLAPYGPEWREQRRFSVSTLRDFGVGKKSLEQWVTEEAGHLCDTFAKEAEHPFNPSILLSKAVSNVIASLVYARRFEYEDPFFNRMLKTLKESFGEDTGFMAEVLNAIPILLQIPGLPGKVFPKLNSFIALVDKMLIEHKKSWDPAQPPRDMTDAFLAEMQKAKGNPESSFNDENLRLVVIDLFMAGMVTTSTTLSWALLLMILHPDVQRRVHEEIDEVIGQVRRPEMADQARMPFTNAVIHEVQRFADIVPTNIPHMTSRDIKFQGFLIPKGTTLIPNLSSVLKDETVWEKPLRFHPEHFLDAQGNFVKHEAFMPFSAGRRACLGEPLARMELFLFFTCLLQRFSFSVLAGRPRPSTHGVYALPVTPQPYQLCAVAR.... The pIC50 is 5.1. (3) The drug is COc1ccc(CC[C@H](NC(=O)c2ccc(N)c(CCc3ccc(O)cc3)c2)C(=O)OC(C)(C)C)cc1. The target protein (Q9QUK6) has sequence MMPPWLLARTLIMALFFSCLTPGSLNPCIEVVPNITYQCMDQKLSKVPDDIPSSTKNIDLSFNPLKILKSYSFSNFSELQWLDLSRCEIETIEDKAWHGLHHLSNLILTGNPIQSFSPGSFSGLTSLENLVAVETKLASLESFPIGQLITLKKLNVAHNFIHSCKLPAYFSNLTNLVHVDLSYNYIQTITVNDLQFLRENPQVNLSLDMSLNPIDFIQDQAFQGIKLHELTLRGNFNSSNIMKTCLQNLAGLHVHRLILGEFKDERNLEIFEPSIMEGLCDVTIDEFRLTYTNDFSDDIVKFHCLANVSAMSLAGVSIKYLEDVPKHFKWQSLSIIRCQLKQFPTLDLPFLKSLTLTMNKGSISFKKVALPSLSYLDLSRNALSFSGCCSYSDLGTNSLRHLDLSFNGAIIMSANFMGLEELQHLDFQHSTLKRVTEFSAFLSLEKLLYLDISYTNTKIDFDGIFLGLTSLNTLKMAGNSFKDNTLSNVFANTTNLTFLD.... The pIC50 is 4.7. (4) The compound is CNCCCOc1ccc(C(C)(C)c2ccccc2)cc1. The target is TRQARRNRRRRWRERQR. The pIC50 is 4.1. (5) The small molecule is CC(C)CCCCCCCCNC(N)=O. The target protein (Q25489) has sequence MYKILSSFVAGVAIGSGLVITYVLYNVPEPPELDLQRWWGIGTRPTEEDKSIRPFSIDFNDTVILDLKERLKNRRPFTKPLEGINSEYGMNTEYLETVLEYWLNEYNFKKRAELLNKFPHYKTRIQGLDLHFIRVKPEIKEGVQVLPLLMMHGWPSSSKEFDKVIPILTTPKHEYNIVFEVVAVDLPGYGFSEGTNKPGLNPVQIGVMMRNLMLRLGFEKFYIQAGDWGSQCATHMATLFPDQVLGLHTNMPLSSRPLSTVKLFIGALFPSLIVDAKYMDRIYPLKNLFSYILRETGYFHIQATKPDTIGVALTDSPAGLAGYLIEKMAICSNRDQLDTPHGGLENLNLDDVLDTVTINWINNCIVTSTRLYAEGFSWPEVLIVHRIPSMVPTAGINFKYEVLYQPDWILRDKFPNLVRSTVLDFGGHFAALHTPQALADDIFASAVQFLKFHDRKRNQKSS. The pIC50 is 4.0. (6) The pIC50 is 8.4. The target protein (Q9Z1M0) has sequence MPACCSWNDVLQYETNKVTRIQSTNYGTVKWVLHMIVFSYISFALVSDKLYQRKEPVISSVHTKVKGIAEVTENVTEGGVTKLGHSIFDTADYTFPLQGNSFFVMTNYVKSEGQVQTLCPEYPRRGAQCSSDRRCKKGWMDPQSKGIQTGRCVPYDKTRKTCEVSAWCPTEEEKEAPRPALLRSAENFTVLIKNNIHFPGHNYTTRNILPTMNGSCTFHKTWDPQCSIFRLGDIFQEAGENFTEVAVQGGIMGIEIYWDCNLDSWSHHCRPRYSFRRLDDKNTDESFVPGYNFRYAKYYKENNVEKRTLIKAFGIRFDILVFGTGGKFDIIQLVVYIGSTLSYFGLATVCIDLLINTYSSAFCRSGVYPYCKCCEPCTVNEYYYRKKCESIMEPKPTLKYVSFVDEPHIRMVDQQLLGKSLQVVKGQEVPRPQMDFSDLSRLSLSLHDSPLTPGQSEEIQLLHEEVAPKSGDSPSWCQCGNCLPSRLPEQRRALEELCCR.... The small molecule is Cc1ccc(-c2nnc3n2C[C@H](C)n2c(-c4cccc(C(F)(F)F)c4Cl)nnc2-3)s1. (7) The drug is CC[C@H](C)[C@@H]1NC(=O)[C@@H](NC(=O)[C@H](CO)NC(=O)[C@@H](N)CCCNC(=N)N)CSSC[C@@H](C(=O)O)NC(=O)[C@H]([C@@H](C)O)NC(=O)CNC(=O)[C@@H]2CSSC[C@@H]3NC(=O)[C@H](CCC(N)=O)NC(=O)[C@H](Cc4ccccc4)NC(=O)[C@H](C)NC(=O)[C@H]([C@@H](C)O)NC(=O)[C@H](CSSC[C@H](NC(=O)[C@H](Cc4ccccc4)NC(=O)[C@H](CO)NC(=O)[C@H](CC(C)C)NC(=O)[C@H](CCCNC(=N)N)NC(=O)[C@H](Cc4ccc(O)cc4)NC(=O)[C@H](CCCCN)NC(=O)[C@H](CCSC)NC(=O)[C@H](CO)NC(=O)[C@H](Cc4cnc[nH]4)NC(=O)[C@H](CCCCN)NC3=O)C(=O)N[C@@H](CCCNC(=N)N)C(=O)N[C@@H](CCCCN)C(=O)N[C@@H]([C@@H](C)O)C(=O)N2)NC(=O)[C@H](CCCCN)NC(=O)[C@H](CO)NC(=O)[C@H](CCCCN)NC(=O)[C@@H]2CCCN2C(=O)[C@H]([C@@H](C)CC)NC(=O)[C@H]([C@@H](C)O)NC(=O)[C@H](CC(=O)O)NC1=O. The target protein (Q09470) has sequence MTVMSGENVDEASAAPGHPQDGSYPRQADHDDHECCERVVINISGLRFETQLKTLAQFPNTLLGNPKKRMRYFDPLRNEYFFDRNRPSFDAILYYYQSGGRLRRPVNVPLDMFSEEIKFYELGEEAMEKFREDEGFIKEEERPLPEKEYQRQVWLLFEYPESSGPARVIAIVSVMVILISIVIFCLETLPELKDDKDFTGTVHRIDNTTVIYNSNIFTDPFFIVETLCIIWFSFELVVRFFACPSKTDFFKNIMNFIDIVAIIPYFITLGTEIAEQEGNQKGEQATSLAILRVIRLVRVFRIFKLSRHSKGLQILGQTLKASMRELGLLIFFLFIGVILFSSAVYFAEAEEAESHFSSIPDAFWWAVVSMTTVGYGDMYPVTIGGKIVGSLCAIAGVLTIALPVPVIVSNFNYFYHRETEGEEQAQLLHVSSPNLASDSDLSRRSSSTMSKSEYMEIEEDMNNSIAHYRQVNIRTANCTTANQNCVNKSKLLTDV. The pIC50 is 8.6.